From a dataset of Full USPTO retrosynthesis dataset with 1.9M reactions from patents (1976-2016). Predict the reactants needed to synthesize the given product. Given the product [Br:9][C:10]1[CH:11]=[C:12]2[C:17](=[C:18]([N+:7]([O-:8])=[O:6])[CH:19]=1)[N:16]([C:20]([O:22][CH3:23])=[O:21])[CH2:15][CH2:14][CH2:13]2, predict the reactants needed to synthesize it. The reactants are: F[B-](F)(F)F.[O:6]=[N+:7]=[O:8].[Br:9][C:10]1[CH:11]=[C:12]2[C:17](=[CH:18][CH:19]=1)[N:16]([C:20]([O:22][CH3:23])=[O:21])[CH2:15][CH2:14][CH2:13]2.O.